From a dataset of Reaction yield outcomes from USPTO patents with 853,638 reactions. Predict the reaction yield, written as a fraction of the theoretical maximum amount of product (1.0 means a 100% yield; for example, 0.34 means a 34% yield). The reactants are F[C:2]1[CH:7]=[CH:6][C:5]([N+:8]([O-:10])=[O:9])=[CH:4][C:3]=1[NH2:11].[NH:12]1[CH2:17][CH2:16][NH:15][CH2:14][CH2:13]1. The catalyst is CN1C(=O)CCC1. The product is [N+:8]([C:5]1[CH:6]=[CH:7][C:2]([N:12]2[CH2:17][CH2:16][NH:15][CH2:14][CH2:13]2)=[C:3]([NH2:11])[CH:4]=1)([O-:10])=[O:9]. The yield is 0.700.